This data is from NCI-60 drug combinations with 297,098 pairs across 59 cell lines. The task is: Regression. Given two drug SMILES strings and cell line genomic features, predict the synergy score measuring deviation from expected non-interaction effect. (1) Drug 1: CN(C)C1=NC(=NC(=N1)N(C)C)N(C)C. Drug 2: CC1C(C(CC(O1)OC2CC(OC(C2O)C)OC3=CC4=CC5=C(C(=O)C(C(C5)C(C(=O)C(C(C)O)O)OC)OC6CC(C(C(O6)C)O)OC7CC(C(C(O7)C)O)OC8CC(C(C(O8)C)O)(C)O)C(=C4C(=C3C)O)O)O)O. Cell line: HCC-2998. Synergy scores: CSS=4.04, Synergy_ZIP=1.59, Synergy_Bliss=3.67, Synergy_Loewe=-2.19, Synergy_HSA=-0.979. (2) Drug 1: CNC(=O)C1=CC=CC=C1SC2=CC3=C(C=C2)C(=NN3)C=CC4=CC=CC=N4. Drug 2: CC1=C(C=C(C=C1)NC2=NC=CC(=N2)N(C)C3=CC4=NN(C(=C4C=C3)C)C)S(=O)(=O)N.Cl. Cell line: ACHN. Synergy scores: CSS=29.7, Synergy_ZIP=2.91, Synergy_Bliss=10.9, Synergy_Loewe=11.6, Synergy_HSA=11.6.